Dataset: Reaction yield outcomes from USPTO patents with 853,638 reactions. Task: Predict the reaction yield, written as a fraction of the theoretical maximum amount of product (1.0 means a 100% yield; for example, 0.34 means a 34% yield). (1) The reactants are [Br:1][C:2]1[C:10]2[C:9]3[CH2:11][N:12]([CH2:21][C:22]([F:25])([F:24])[F:23])[C:13](=[O:20])[C@H:14]([CH2:16][C:17](O)=[O:18])[CH2:15][C:8]=3[CH:7]=[C:6]([Br:26])[C:5]=2[NH:4][N:3]=1.C(N(CC)C(C)C)(C)C.CN(C(ON1N=NC2C=CC=CC1=2)=[N+](C)C)C.[B-](F)(F)(F)F.Cl.[F:59][C:60]1[CH:61]=[CH:62][CH:63]=[C:64]2[C:69]=1[NH:68][C:67](=[O:70])[C:66]([CH:71]1[CH2:76][CH2:75][NH:74][CH2:73][CH2:72]1)=[CH:65]2. The catalyst is CN(C)C=O. The product is [Br:1][C:2]1[C:10]2[C:9]3[CH2:11][N:12]([CH2:21][C:22]([F:24])([F:23])[F:25])[C:13](=[O:20])[C@H:14]([CH2:16][C:17]([N:74]4[CH2:75][CH2:76][CH:71]([C:66]5[C:67](=[O:70])[NH:68][C:69]6[C:64]([CH:65]=5)=[CH:63][CH:62]=[CH:61][C:60]=6[F:59])[CH2:72][CH2:73]4)=[O:18])[CH2:15][C:8]=3[CH:7]=[C:6]([Br:26])[C:5]=2[NH:4][N:3]=1. The yield is 0.590. (2) The reactants are [O:1]1[CH2:5][CH2:4][O:3][CH:2]1[C:6]1[CH:7]=[C:8]([C:13]2[N:21]=[C:20]([CH3:22])[N:19]=[C:18]3[C:14]=2[N:15]=[CH:16][N:17]3[CH:23]2[CH2:28][CH2:27][CH2:26][CH2:25][O:24]2)[C:9](F)=[N:10][CH:11]=1.[NH2:29][C:30]1[CH:31]=[CH:32][C:33]([O:36][CH3:37])=[N:34][CH:35]=1.[Li+].C[Si]([N-][Si](C)(C)C)(C)C.O. The catalyst is O1CCCC1. The product is [O:1]1[CH2:5][CH2:4][O:3][CH:2]1[C:6]1[CH:7]=[C:8]([C:13]2[N:21]=[C:20]([CH3:22])[N:19]=[C:18]3[C:14]=2[N:15]=[CH:16][N:17]3[CH:23]2[CH2:28][CH2:27][CH2:26][CH2:25][O:24]2)[C:9]([NH:29][C:30]2[CH:35]=[N:34][C:33]([O:36][CH3:37])=[CH:32][CH:31]=2)=[N:10][CH:11]=1. The yield is 0.520. (3) The reactants are [CH3:1][CH:2]([CH3:6])[C:3](=[S:5])[NH2:4].Br[CH2:8][C:9](=O)[C:10]([O:12][CH2:13][CH3:14])=[O:11]. The catalyst is C(O)C. The product is [CH:2]([C:3]1[S:5][CH:8]=[C:9]([C:10]([O:12][CH2:13][CH3:14])=[O:11])[N:4]=1)([CH3:6])[CH3:1]. The yield is 0.570. (4) The reactants are O[C:2]1[C:11]([NH:12][C:13](=[O:26])[C:14]2[CH:19]=[CH:18][C:17]([C:20]3[CH:21]=[N:22][CH:23]=[CH:24][CH:25]=3)=[CH:16][CH:15]=2)=[CH:10][CH:9]=[CH:8][C:3]=1[C:4]([O:6][CH3:7])=[O:5].CC1C=CC(S(O)(=O)=O)=CC=1. The catalyst is C1(C)C=CC=CC=1. The product is [N:22]1[CH:23]=[CH:24][CH:25]=[C:20]([C:17]2[CH:18]=[CH:19][C:14]([C:13]3[O:26][C:2]4[C:3]([C:4]([O:6][CH3:7])=[O:5])=[CH:8][CH:9]=[CH:10][C:11]=4[N:12]=3)=[CH:15][CH:16]=2)[CH:21]=1. The yield is 0.150. (5) The reactants are [F:1][C:2]1[CH:3]=[C:4]([O:9][C:10](=[O:20])[N:11]([C@H:13]2[CH2:18][CH2:17][C@H:16]([OH:19])[CH2:15][CH2:14]2)[CH3:12])[CH:5]=[CH:6][C:7]=1[F:8].[OH-].[Na+].[Br:23][CH2:24][CH2:25][CH2:26][CH2:27]Br. The catalyst is S([O-])(O)(=O)=O.C([N+](CCCC)(CCCC)CCCC)CCC. The product is [F:1][C:2]1[CH:3]=[C:4]([O:9][C:10](=[O:20])[N:11]([C@H:13]2[CH2:18][CH2:17][C@H:16]([O:19][CH2:27][CH2:26][CH2:25][CH2:24][Br:23])[CH2:15][CH2:14]2)[CH3:12])[CH:5]=[CH:6][C:7]=1[F:8]. The yield is 0.310. (6) The catalyst is C(Cl)Cl. The product is [CH2:1]([N:3]([CH2:11][C:12]1[CH:13]=[N:14][CH:15]=[C:16]([C:19]2[CH:20]=[C:21]3[C:25](=[CH:26][CH:27]=2)[N:24]([CH:28]2[CH2:33][CH2:32][CH2:31][CH2:30][O:29]2)[N:23]=[C:22]3[C:34]2[NH:35][C:36]([C:39]([N:41]3[CH2:42][CH2:43][CH:44]([O:99][C:100]4[CH:105]=[CH:104][CH:103]=[CH:102][CH:101]=4)[CH2:50][CH2:49]3)=[O:40])=[CH:37][N:38]=2)[C:17]=1[CH3:18])[C:4](=[O:10])[O:5][C:6]([CH3:8])([CH3:7])[CH3:9])[CH3:2]. The yield is 0.440. The reactants are [CH2:1]([N:3]([CH2:11][C:12]1[CH:13]=[N:14][CH:15]=[C:16]([C:19]2[CH:20]=[C:21]3[C:25](=[CH:26][CH:27]=2)[N:24]([CH:28]2[CH2:33][CH2:32][CH2:31][CH2:30][O:29]2)[N:23]=[C:22]3[C:34]2[NH:35][C:36]([C:39]([NH:41][CH2:42][C:43]3[CH:44]=NC=CC=3)=[O:40])=[CH:37][N:38]=2)[C:17]=1[CH3:18])[C:4](=[O:10])[O:5][C:6]([CH3:9])([CH3:8])[CH3:7])[CH3:2].[C:49](OC(N(CC1C(C)=C(C2C=C3C(=CC=2)N(C2CCCCO2)N=C3C2NC(C(O)=O)=CN=2)C=NC=1)CC)=O)(C)(C)[CH3:50].C(N(C(C)C)CC)(C)C.[O:99](C1CCNCC1)[C:100]1[CH:105]=[CH:104][CH:103]=[CH:102][CH:101]=1.CN(C(ON1N=NC2C=CC=NC1=2)=[N+](C)C)C.F[P-](F)(F)(F)(F)F. (7) The reactants are I[C:2]1[C:10]2[C:5](=[N:6][CH:7]=[CH:8][CH:9]=2)[N:4]([Si](C(C)C)(C(C)C)C(C)C)[CH:3]=1.C([Mg]Cl)(C)C.[C:26]([O:30][C:31](=[O:49])[N:32](CC1C=CC=CC=1F)[C:33]1[CH:38]=[CH:37][C:36]([CH:39]=[O:40])=[CH:35][N:34]=1)([CH3:29])([CH3:28])[CH3:27].[F:50][C:51]1[CH:58]=[CH:57][CH:56]=[CH:55][C:52]=1[CH:53]=O.[Cl-].[NH4+]. The catalyst is O1CCCC1. The product is [C:26]([O:30][C:31](=[O:49])[NH:32][CH:33]1[CH:38]=[CH:37][C:36]([C:39]([C:2]2[C:10]3[C:5](=[N:6][CH:7]=[CH:8][CH:9]=3)[NH:4][CH:3]=2)=[O:40])=[CH:35][N:34]1[CH2:53][C:52]1[CH:55]=[CH:56][CH:57]=[CH:58][C:51]=1[F:50])([CH3:29])([CH3:27])[CH3:28]. The yield is 0.260. (8) The reactants are [O:1]=[C:2]1[C@H:8]([CH2:9][C:10]([O:12]C)=[O:11])[CH2:7][C:6]2[CH:14]=[CH:15][C:16]([O:18][CH2:19][CH2:20][CH2:21][N:22]([C:30]3[CH:35]=[CH:34][CH:33]=[CH:32][N:31]=3)[C:23]([O:25][C:26]([CH3:29])([CH3:28])[CH3:27])=[O:24])=[CH:17][C:5]=2[CH2:4][N:3]1[CH2:36][C:37]1[CH:42]=[CH:41][C:40]([C:43]([F:46])([F:45])[F:44])=[CH:39][CH:38]=1.O=C1C(CC(OC)=O)CC2C=CC(OCCCN(C3C=CC=CN=3)C(OC(C)(C)C)=O)=CC=2CN1CC1C=CC(C(F)(F)F)=CC=1. No catalyst specified. The product is [O:1]=[C:2]1[C@H:8]([CH2:9][C:10]([OH:12])=[O:11])[CH2:7][C:6]2[CH:14]=[CH:15][C:16]([O:18][CH2:19][CH2:20][CH2:21][N:22]([C:30]3[CH:35]=[CH:34][CH:33]=[CH:32][N:31]=3)[C:23]([O:25][C:26]([CH3:29])([CH3:28])[CH3:27])=[O:24])=[CH:17][C:5]=2[CH2:4][N:3]1[CH2:36][C:37]1[CH:42]=[CH:41][C:40]([C:43]([F:46])([F:44])[F:45])=[CH:39][CH:38]=1. The yield is 0.600. (9) The reactants are C([O:4][C@@H:5]1[CH2:9][N:8]([C:10]2[CH:15]=[CH:14][N:13]3[N:16]=[CH:17][C:18]([C:19]([O:21]CC)=[O:20])=[C:12]3[N:11]=2)[C@@H:7]([C:24]2[CH:29]=[CH:28][CH:27]=[C:26]([F:30])[CH:25]=2)[CH2:6]1)(=O)C.[OH-].[Na+].Cl. The catalyst is CO.O1CCOCC1. The product is [F:30][C:26]1[CH:25]=[C:24]([C@H:7]2[CH2:6][C@H:5]([OH:4])[CH2:9][N:8]2[C:10]2[CH:15]=[CH:14][N:13]3[N:16]=[CH:17][C:18]([C:19]([OH:21])=[O:20])=[C:12]3[N:11]=2)[CH:29]=[CH:28][CH:27]=1. The yield is 0.100.